This data is from Reaction yield outcomes from USPTO patents with 853,638 reactions. The task is: Predict the reaction yield, written as a fraction of the theoretical maximum amount of product (1.0 means a 100% yield; for example, 0.34 means a 34% yield). The reactants are [OH:1][C@@H:2]([CH2:30][OH:31])[CH2:3][CH2:4][O:5][C:6]1[CH:14]=[C:13]([F:15])[CH:12]=[C:11]([NH:16][C:17]2[CH:22]=[CH:21][C:20]([C:23]#[C:24][Si](C)(C)C)=[CH:19][C:18]=2[F:29])[C:7]=1[C:8]([NH2:10])=[O:9].CCCC[N+](CCCC)(CCCC)CCCC.[F-]. The catalyst is C1COCC1.C(Cl)Cl. The product is [OH:1][C@@H:2]([CH2:30][OH:31])[CH2:3][CH2:4][O:5][C:6]1[CH:14]=[C:13]([F:15])[CH:12]=[C:11]([NH:16][C:17]2[CH:22]=[CH:21][C:20]([C:23]#[CH:24])=[CH:19][C:18]=2[F:29])[C:7]=1[C:8]([NH2:10])=[O:9]. The yield is 0.602.